Dataset: Catalyst prediction with 721,799 reactions and 888 catalyst types from USPTO. Task: Predict which catalyst facilitates the given reaction. (1) Reactant: CON(C)[C:4]([C@H:6]1[CH2:10][CH2:9][CH2:8][O:7]1)=[O:5].[CH2:12]([Mg]Br)[CH3:13]. Product: [O:7]1[CH2:8][CH2:9][CH2:10][C@@H:6]1[C:4](=[O:5])[CH2:12][CH3:13]. The catalyst class is: 1. (2) Reactant: [Cl:1][C:2]1[CH:7]=[CH:6][C:5]([C:8](=O)[C:9]([C:11]2[CH:16]=[CH:15][C:14]([Cl:17])=[CH:13][CH:12]=2)=O)=[CH:4][CH:3]=1.[NH2:19]/[C:20](/[C:25]#[N:26])=[C:21](\[NH2:24])/[C:22]#[N:23].CC(O)=O. Product: [Cl:1][C:2]1[CH:7]=[CH:6][C:5]([C:8]2[N:19]=[C:20]([C:25]#[N:26])[C:21]([C:22]#[N:23])=[N:24][C:9]=2[C:11]2[CH:16]=[CH:15][C:14]([Cl:17])=[CH:13][CH:12]=2)=[CH:4][CH:3]=1. The catalyst class is: 88. (3) Product: [ClH:30].[ClH:30].[CH:1]1([NH:5][C@@H:13]2[CH2:15][C@H:14]2[C:16]2[S:17][CH:18]=[C:19]([C:21]([NH:22][C:23]3[S:24][C:25]([CH3:28])=[N:26][N:27]=3)=[O:29])[CH:20]=2)[CH2:2][CH2:3][CH2:4]1. The catalyst class is: 13. Reactant: [CH:1]1([N:5]([C@@H:13]2[CH2:15][C@H:14]2[C:16]2[S:17][CH:18]=[C:19]([C:21](=[O:29])[NH:22][C:23]3[S:24][C:25]([CH3:28])=[N:26][N:27]=3)[CH:20]=2)C(=O)OC(C)(C)C)[CH2:4][CH2:3][CH2:2]1.[ClH:30].C(OCC)(=O)C. (4) Reactant: Cl[C:2]1C=CC=C(C(OO)=O)C=1.[F:12][CH:13]([F:24])[O:14][C:15]1[CH:16]=[C:17]([CH3:23])[C:18](SC)=[N:19][CH:20]=1.C(=O)(O)[O-].[Na+].[S:30]([O-:33])([O-])=[O:31].[Na+].[Na+]. Product: [F:24][CH:13]([F:12])[O:14][C:15]1[CH:16]=[C:17]([CH3:23])[C:18]([S:30]([CH3:2])(=[O:33])=[O:31])=[N:19][CH:20]=1. The catalyst class is: 797. (5) Reactant: Cl.C(N=C=N[CH2:7][CH2:8][CH2:9][N:10]([CH3:12])C)C.[CH2:13]([N:15]([CH2:18]C)CC)[CH3:14].[CH:20]([C:22]1[NH:26][C:25]([CH3:27])=[C:24]([C:28]([OH:30])=O)[C:23]=1[CH3:31])=[O:21].O[N:33]1[C:37]2C=CC=CC=2N=N1.[OH2:42]. Product: [NH:15]1[CH2:18][CH2:7][CH:8]([CH2:9][NH:10][C:12](=[O:42])[CH2:37][NH:33][C:28]([C:24]2[C:23]([CH3:31])=[C:22]([CH:20]=[O:21])[NH:26][C:25]=2[CH3:27])=[O:30])[CH2:14][CH2:13]1. The catalyst class is: 3.